Dataset: Forward reaction prediction with 1.9M reactions from USPTO patents (1976-2016). Task: Predict the product of the given reaction. (1) Given the reactants N1CCCCC1.BrC1OC(C=O)=CC=1.[N:15]1([C:21]2[O:25][C:24]([CH:26]=O)=[CH:23][CH:22]=2)[CH2:20][CH2:19][CH2:18][CH2:17][CH2:16]1.[CH3:28][O:29][C:30]1[CH:31]=[C:32]([CH:36]=[CH:37][C:38]=1[O:39][CH3:40])[CH2:33][C:34]#[N:35], predict the reaction product. The product is: [CH3:28][O:29][C:30]1[CH:31]=[C:32](/[C:33](=[CH:26]/[C:24]2[O:25][C:21]([N:15]3[CH2:16][CH2:17][CH2:18][CH2:19][CH2:20]3)=[CH:22][CH:23]=2)/[C:34]#[N:35])[CH:36]=[CH:37][C:38]=1[O:39][CH3:40]. (2) The product is: [N:21]1([C:19]([C:17]2[CH:18]=[C:14]([CH:10]3[CH2:11][CH2:12][CH2:13][NH:8][CH2:9]3)[S:15][CH:16]=2)=[O:20])[CH2:22][CH2:23][CH2:24][CH2:25][CH2:26][CH2:27]1. Given the reactants C(OC([N:8]1[CH2:13][CH2:12][CH2:11][CH:10]([C:14]2[S:15][CH:16]=[C:17]([C:19]([N:21]3[CH2:27][CH2:26][CH2:25][CH2:24][CH2:23][CH2:22]3)=[O:20])[CH:18]=2)[CH2:9]1)=O)(C)(C)C, predict the reaction product. (3) Given the reactants [Cl:1][C:2]1[CH:17]=[CH:16][C:5]([O:6][C@@H:7]2[CH2:11][NH:10][C@H:9]([C:12]([O:14][CH3:15])=[O:13])[CH2:8]2)=[CH:4][CH:3]=1.[O:18]1[CH2:20][CH:19]1[CH2:21][O:22][C:23]1[CH:28]=[CH:27][CH:26]=[CH:25][C:24]=1[NH:29][C:30](=[O:32])[CH3:31].C(O)(=O)C, predict the reaction product. The product is: [ClH:1].[ClH:1].[C:30]([NH:29][C:24]1[CH:25]=[CH:26][CH:27]=[CH:28][C:23]=1[O:22][CH2:21][CH:19]([OH:18])[CH2:20][N:10]1[CH2:11][C@@H:7]([O:6][C:5]2[CH:16]=[CH:17][C:2]([Cl:1])=[CH:3][CH:4]=2)[CH2:8][C@H:9]1[C:12]([O:14][CH3:15])=[O:13])(=[O:32])[CH3:31]. (4) Given the reactants [CH3:1][O:2][C:3]1[CH:29]=[CH:28][C:6]([CH2:7][N:8]2[CH2:12][CH:11]([CH2:13][CH2:14][O:15]S(C3C=CC(C)=CC=3)(=O)=O)[N:10]([CH3:26])[C:9]2=[O:27])=[CH:5][CH:4]=1.[CH2:30]([O:32][C:33](=[O:48])[C:34]([O:37][C:38]1[CH:43]=[CH:42][C:41](O)=[C:40]([CH2:45][CH2:46][CH3:47])[CH:39]=1)([CH3:36])[CH3:35])[CH3:31], predict the reaction product. The product is: [CH2:30]([O:32][C:33](=[O:48])[C:34]([O:37][C:38]1[CH:43]=[CH:42][C:41]([O:15][CH2:14][CH2:13][CH:11]2[CH2:12][N:8]([CH2:7][C:6]3[CH:5]=[CH:4][C:3]([O:2][CH3:1])=[CH:29][CH:28]=3)[C:9](=[O:27])[N:10]2[CH3:26])=[C:40]([CH2:45][CH2:46][CH3:47])[CH:39]=1)([CH3:35])[CH3:36])[CH3:31]. (5) Given the reactants [CH3:1][C:2]1[N:7]=[C:6](/[CH:8]=[CH:9]/[C:10]2[CH:15]=[CH:14][CH:13]=[C:12]([F:16])[CH:11]=2)[N:5]=[C:4](O)[CH:3]=1.O=P(Cl)(Cl)[Cl:20], predict the reaction product. The product is: [Cl:20][C:4]1[CH:3]=[C:2]([CH3:1])[N:7]=[C:6](/[CH:8]=[CH:9]/[C:10]2[CH:15]=[CH:14][CH:13]=[C:12]([F:16])[CH:11]=2)[N:5]=1.